This data is from Reaction yield outcomes from USPTO patents with 853,638 reactions. The task is: Predict the reaction yield, written as a fraction of the theoretical maximum amount of product (1.0 means a 100% yield; for example, 0.34 means a 34% yield). The reactants are [CH3:1][O:2][CH:3]1[CH2:8][CH2:7][N:6]([C:9]2[CH:18]=[CH:17][CH:16]=[C:15]3[C:10]=2[CH2:11][CH2:12][NH:13][CH2:14]3)[CH2:5][CH2:4]1.C1C2C(=CC=CC=2)CCN=1. No catalyst specified. The product is [CH3:1][O:2][CH:3]1[CH2:8][CH2:7][N:6]([C:9]2[CH:18]=[CH:17][CH:16]=[C:15]3[C:10]=2[CH2:11][CH2:12][N:13]=[CH:14]3)[CH2:5][CH2:4]1. The yield is 1.00.